This data is from Full USPTO retrosynthesis dataset with 1.9M reactions from patents (1976-2016). The task is: Predict the reactants needed to synthesize the given product. (1) Given the product [CH2:1]([O:8][C:9]1[CH:10]=[CH:11][C:12](/[CH:38]=[CH:37]/[C:36]([O:40][CH2:41][C:42]2[CH:47]=[CH:46][CH:45]=[CH:44][CH:43]=2)=[O:39])=[C:13]([C:15]2[CH2:19][C:18]([CH2:27][C:28]([O:30][C:31]([CH3:34])([CH3:33])[CH3:32])=[O:29])([C:20]([O:22][C:23]([CH3:26])([CH3:25])[CH3:24])=[O:21])[O:17][N:16]=2)[CH:14]=1)[C:2]1[CH:7]=[CH:6][CH:5]=[CH:4][CH:3]=1, predict the reactants needed to synthesize it. The reactants are: [CH2:1]([O:8][C:9]1[CH:10]=[CH:11][C:12](Br)=[C:13]([C:15]2[CH2:19][C:18]([CH2:27][C:28]([O:30][C:31]([CH3:34])([CH3:33])[CH3:32])=[O:29])([C:20]([O:22][C:23]([CH3:26])([CH3:25])[CH3:24])=[O:21])[O:17][N:16]=2)[CH:14]=1)[C:2]1[CH:7]=[CH:6][CH:5]=[CH:4][CH:3]=1.[C:36]([O:40][CH2:41][C:42]1[CH:47]=[CH:46][CH:45]=[CH:44][CH:43]=1)(=[O:39])[CH:37]=[CH2:38].CC1C=CC=CC=1P(C1C=CC=CC=1C)C1C=CC=CC=1C.C(N(CC)CC)C. (2) Given the product [C:21]1([CH2:20][CH2:19][N:15]2[CH2:16][CH2:17][CH2:18][C:13]3([NH:12][C:11](=[O:28])[C:10]4[CH:29]=[C:6](/[CH:5]=[CH:4]/[C:3]([OH:30])=[O:2])[CH:7]=[CH:8][C:9]=4[O:27]3)[CH2:14]2)[CH:26]=[CH:25][CH:24]=[CH:23][CH:22]=1, predict the reactants needed to synthesize it. The reactants are: C[O:2][C:3](=[O:30])/[CH:4]=[CH:5]/[C:6]1[CH:7]=[CH:8][C:9]2[O:27][C:13]3([CH2:18][CH2:17][CH2:16][N:15]([CH2:19][CH2:20][C:21]4[CH:26]=[CH:25][CH:24]=[CH:23][CH:22]=4)[CH2:14]3)[NH:12][C:11](=[O:28])[C:10]=2[CH:29]=1.[OH-].[Na+]. (3) Given the product [C:18]([C:17]1[CH:20]=[CH:21][C:14]([C:6]2[CH:7]=[CH:8][CH:9]=[C:4]([C:2]([NH2:1])=[O:3])[CH:5]=2)=[C:15]([C:22]([F:23])([F:24])[F:25])[CH:16]=1)#[N:19], predict the reactants needed to synthesize it. The reactants are: [NH2:1][C:2]([C:4]1[CH:5]=[C:6](B(O)O)[CH:7]=[CH:8][CH:9]=1)=[O:3].I[C:14]1[CH:21]=[CH:20][C:17]([C:18]#[N:19])=[CH:16][C:15]=1[C:22]([F:25])([F:24])[F:23]. (4) The reactants are: C[C:2]1[CH:7]=[C:6]([N+:8]([O-:10])=[O:9])[CH:5]=[CH:4][C:3]=1[OH:11].[C:12](=O)([O-])[O-].[K+].[K+].Br[CH2:19][CH2:20][CH:21]=[CH2:22]. Given the product [CH2:19]([O:11][C:3]1[CH:2]=[CH:7][C:6]([N+:8]([O-:10])=[O:9])=[C:5]([CH3:12])[CH:4]=1)[CH2:20][CH:21]=[CH2:22], predict the reactants needed to synthesize it. (5) The reactants are: [NH2:1][C:2]1[C:3]([N:17]([CH2:28][CH2:29][O:30][CH2:31][C:32]2[CH:37]=[CH:36][CH:35]=[CH:34][CH:33]=2)[CH2:18][CH2:19][O:20][Si](C(C)(C)C)(C)C)=[N:4][C:5]([C:15]#[N:16])=[N:6][C:7]=1[N:8]([CH:10]1[CH2:14][CH2:13][CH2:12][CH2:11]1)[CH3:9].[F-].C([N+](CCCC)(CCCC)CCCC)CCC.O. Given the product [NH2:1][C:2]1[C:3]([N:17]([CH2:28][CH2:29][O:30][CH2:31][C:32]2[CH:33]=[CH:34][CH:35]=[CH:36][CH:37]=2)[CH2:18][CH2:19][OH:20])=[N:4][C:5]([C:15]#[N:16])=[N:6][C:7]=1[N:8]([CH:10]1[CH2:14][CH2:13][CH2:12][CH2:11]1)[CH3:9], predict the reactants needed to synthesize it. (6) Given the product [CH2:1]([O:3][C:4]([C:6]1[N:10]2[CH:11]=[C:12]([C:29]3[CH:28]=[CH:27][C:26]([Cl:25])=[CH:31][C:30]=3[Cl:32])[C:13]([CH2:15][NH:16][C:17]([O:19][C:20]([CH3:23])([CH3:22])[CH3:21])=[O:18])=[CH:14][C:9]2=[N:8][CH:7]=1)=[O:5])[CH3:2], predict the reactants needed to synthesize it. The reactants are: [CH2:1]([O:3][C:4]([C:6]1[N:10]2[CH:11]=[C:12](Br)[C:13]([CH2:15][NH:16][C:17]([O:19][C:20]([CH3:23])([CH3:22])[CH3:21])=[O:18])=[CH:14][C:9]2=[N:8][CH:7]=1)=[O:5])[CH3:2].[Cl:25][C:26]1[CH:31]=[C:30]([Cl:32])[CH:29]=[CH:28][C:27]=1B(O)O.C([O-])([O-])=O.[Na+].[Na+]. (7) Given the product [NH2:1][C:2]1[N:6]([CH2:7][CH2:8][CH2:9][N:10]2[CH2:11][CH2:12][O:13][CH2:14][CH2:15]2)[C:5]([S:16][C:46]2[C:45]([Br:44])=[CH:50][C:49]3[O:51][CH2:52][O:53][C:48]=3[CH:47]=2)=[N:4][C:3]=1[C:17]([NH2:19])=[O:18], predict the reactants needed to synthesize it. The reactants are: [NH2:1][C:2]1[N:6]([CH2:7][CH2:8][CH2:9][N:10]2[CH2:15][CH2:14][O:13][CH2:12][CH2:11]2)[C:5]([SH:16])=[N:4][C:3]=1[C:17]([NH2:19])=[O:18].O1CCN(CCCN=C=S)CC1.N1C=CC=C1.NC(C#N)C(N)=O.[Br:44][C:45]1[CH:50]=[C:49]2[O:51][CH2:52][O:53][C:48]2=[CH:47][C:46]=1Br.